From a dataset of Full USPTO retrosynthesis dataset with 1.9M reactions from patents (1976-2016). Predict the reactants needed to synthesize the given product. Given the product [F:1][C:2]1[CH:3]=[CH:4][C:5]([C:26]2[S:27][CH:28]=[C:29]([CH3:31])[N:30]=2)=[C:6]([NH:8][C:9](=[O:10])[O:11][CH2:12][CH:13]2[CH2:18][CH2:17][NH:16][CH2:15][CH2:14]2)[CH:7]=1, predict the reactants needed to synthesize it. The reactants are: [F:1][C:2]1[CH:3]=[CH:4][C:5]([C:26]2[S:27][CH:28]=[C:29]([CH3:31])[N:30]=2)=[C:6]([NH:8][C:9]([O:11][CH2:12][CH:13]2[CH2:18][CH2:17][N:16](C(OC(C)(C)C)=O)[CH2:15][CH2:14]2)=[O:10])[CH:7]=1.Cl.